This data is from Catalyst prediction with 721,799 reactions and 888 catalyst types from USPTO. The task is: Predict which catalyst facilitates the given reaction. (1) Reactant: [NH2:1][C:2]1[CH:11]=[CH:10][CH:9]=[C:8]2[C:3]=1[CH:4]=[CH:5][N:6]([C:13]1[C:14]([F:19])=[N:15][CH:16]=[CH:17][CH:18]=1)[C:7]2=[O:12].[Cl:20][C:21]1[CH:26]=[CH:25][C:24]([CH2:27][C:28](O)=[O:29])=[CH:23][C:22]=1[C:31]([F:34])([F:33])[F:32].F[P-](F)(F)(F)(F)F.C[N+](C)=C(N(C)C)ON1C2N=CC=CC=2N=N1.C(N(CC)C(C)C)(C)C. Product: [Cl:20][C:21]1[CH:26]=[CH:25][C:24]([CH2:27][C:28]([NH:1][C:2]2[CH:11]=[CH:10][CH:9]=[C:8]3[C:3]=2[CH:4]=[CH:5][N:6]([C:13]2[C:14]([F:19])=[N:15][CH:16]=[CH:17][CH:18]=2)[C:7]3=[O:12])=[O:29])=[CH:23][C:22]=1[C:31]([F:32])([F:33])[F:34]. The catalyst class is: 3. (2) Reactant: [F:1][C:2]([F:22])([F:21])[O:3][C:4]1[CH:9]=[CH:8][C:7]([C:10]2[CH:19]=[C:18]3[C:13]([CH:14]=[N:15][NH:16][C:17]3=[O:20])=[CH:12][CH:11]=2)=[CH:6][CH:5]=1.Cl[CH2:24][C:25]1[O:29][N:28]=[C:27]([CH3:30])[N:26]=1.C(=O)([O-])[O-].[K+].[K+].CN(C=O)C. Product: [CH3:30][C:27]1[N:26]=[C:25]([CH2:24][N:16]2[N:15]=[CH:14][C:13]3[C:18](=[CH:19][C:10]([C:7]4[CH:8]=[CH:9][C:4]([O:3][C:2]([F:1])([F:21])[F:22])=[CH:5][CH:6]=4)=[CH:11][CH:12]=3)[C:17]2=[O:20])[O:29][N:28]=1. The catalyst class is: 161. (3) Reactant: [C:1]([N:8]1[CH:12]=[CH:11]N=C1)([N:3]1C=CN=C1)=[S:2].[CH2:13]1[O:23][C:22]2[CH:21]=C[C:17](CN)=[CH:16][C:15]=2[O:14]1.N. Product: [O:14]1[C:15]2[CH:16]=[CH:17][C:11]([CH2:12][NH:8][C:1]([NH2:3])=[S:2])=[CH:21][C:22]=2[O:23][CH2:13]1. The catalyst class is: 36. (4) Reactant: [Br:1][C:2]1[CH:7]=[CH:6][CH:5]=[CH:4][C:3]=1[NH:8][C:9](=[O:41])[CH2:10][CH:11]1[CH2:16][N:15]([C:17]([O:19][C:20]([CH3:23])([CH3:22])[CH3:21])=[O:18])[CH2:14][CH2:13][N:12]1C(OCC1C2C=CC=CC=2C2C1=CC=CC=2)=O.N1CCNCC1.CO. Product: [Br:1][C:2]1[CH:7]=[CH:6][CH:5]=[CH:4][C:3]=1[NH:8][C:9](=[O:41])[CH2:10][CH:11]1[NH:12][CH2:13][CH2:14][N:15]([C:17]([O:19][C:20]([CH3:22])([CH3:21])[CH3:23])=[O:18])[CH2:16]1. The catalyst class is: 4. (5) Reactant: [Cl:1][C:2]1[C:7]([C:8](Cl)=[O:9])=[C:6]([Cl:11])[N:5]=[CH:4][N:3]=1.[Si:12]([O:19][C@H:20]([CH3:37])[CH2:21][NH:22][C:23]1[CH:28]=[CH:27][C:26]([C:29]2[C:34]([F:35])=[CH:33][CH:32]=[CH:31][C:30]=2[F:36])=[CH:25][CH:24]=1)([C:15]([CH3:18])([CH3:17])[CH3:16])([CH3:14])[CH3:13].C(N(CC)CC)C. Product: [Si:12]([O:19][C@H:20]([CH3:37])[CH2:21][N:22]([C:23]1[CH:24]=[CH:25][C:26]([C:29]2[C:30]([F:36])=[CH:31][CH:32]=[CH:33][C:34]=2[F:35])=[CH:27][CH:28]=1)[C:8]([C:7]1[C:6]([Cl:11])=[N:5][CH:4]=[N:3][C:2]=1[Cl:1])=[O:9])([C:15]([CH3:18])([CH3:17])[CH3:16])([CH3:14])[CH3:13]. The catalyst class is: 1. (6) Reactant: [Si]([O:8][CH2:9][CH2:10][N:11]([C:20]([C:22]1[CH:23]=[N:24][N:25]([C:27]2[CH:32]=[CH:31][C:30]([O:33][CH2:34][CH2:35][CH2:36][N:37]3[CH2:41][CH2:40][CH2:39][C@H:38]3[CH3:42])=[CH:29][CH:28]=2)[CH:26]=1)=[O:21])[CH2:12][C:13]([O:15][C:16]([CH3:19])([CH3:18])[CH3:17])=[O:14])(C(C)(C)C)(C)C.[F-].C([N+](CCCC)(CCCC)CCCC)CCC. Product: [OH:8][CH2:9][CH2:10][N:11]([C:20]([C:22]1[CH:23]=[N:24][N:25]([C:27]2[CH:28]=[CH:29][C:30]([O:33][CH2:34][CH2:35][CH2:36][N:37]3[CH2:41][CH2:40][CH2:39][C@H:38]3[CH3:42])=[CH:31][CH:32]=2)[CH:26]=1)=[O:21])[CH2:12][C:13]([O:15][C:16]([CH3:19])([CH3:17])[CH3:18])=[O:14]. The catalyst class is: 7. (7) Reactant: Cl[C:2]1[C:3]([C:8]([C:10]2[CH:11]=[N:12][CH:13]=[CH:14][CH:15]=2)=[O:9])=[N:4][CH:5]=[CH:6][N:7]=1.[CH3:16][O:17][CH2:18][CH2:19][NH2:20]. Product: [CH3:16][O:17][CH2:18][CH2:19][NH:20][C:2]1[C:3]([C:8]([C:10]2[CH:11]=[N:12][CH:13]=[CH:14][CH:15]=2)=[O:9])=[N:4][CH:5]=[CH:6][N:7]=1. The catalyst class is: 57. (8) Reactant: [Cl:1][C:2]1[C:7]([C:8]2[CH:13]=[CH:12][CH:11]=[CH:10][CH:9]=2)=[N:6][N:5]=[C:4]2[N:14]([CH3:24])[N:15]=[C:16]([C:17]3[CH:22]=[CH:21][C:20](I)=[CH:19][CH:18]=3)[C:3]=12.[CH3:25][N:26](C=O)C. Product: [Cl:1][C:2]1[C:7]([C:8]2[CH:13]=[CH:12][CH:11]=[CH:10][CH:9]=2)=[N:6][N:5]=[C:4]2[N:14]([CH3:24])[N:15]=[C:16]([C:17]3[CH:22]=[CH:21][C:20]([C:25]#[N:26])=[CH:19][CH:18]=3)[C:3]=12. The catalyst class is: 380.